Dataset: Reaction yield outcomes from USPTO patents with 853,638 reactions. Task: Predict the reaction yield, written as a fraction of the theoretical maximum amount of product (1.0 means a 100% yield; for example, 0.34 means a 34% yield). (1) The reactants are [C:1]1([C:7]2[N:12]=[CH:11][C:10]([NH:13][C:14]([C:16]3[CH:21]=[C:20]([N:22]4[CH2:27][CH2:26][CH2:25][CH2:24][CH2:23]4)[CH:19]=[CH:18][C:17]=3[NH:28][C:29]([C:31]3[CH:32]=[C:33]([CH:42]=[CH:43][CH:44]=3)[CH2:34][S:35][CH2:36][CH2:37][C:38]([O:40]C)=[O:39])=[O:30])=[O:15])=[CH:9][N:8]=2)[CH:6]=[CH:5][CH:4]=[CH:3][CH:2]=1.[OH-].[Li+].Cl. The catalyst is O. The product is [C:1]1([C:7]2[N:8]=[CH:9][C:10]([NH:13][C:14]([C:16]3[CH:21]=[C:20]([N:22]4[CH2:23][CH2:24][CH2:25][CH2:26][CH2:27]4)[CH:19]=[CH:18][C:17]=3[NH:28][C:29]([C:31]3[CH:32]=[C:33]([CH:42]=[CH:43][CH:44]=3)[CH2:34][S:35][CH2:36][CH2:37][C:38]([OH:40])=[O:39])=[O:30])=[O:15])=[CH:11][N:12]=2)[CH:2]=[CH:3][CH:4]=[CH:5][CH:6]=1. The yield is 0.550. (2) The reactants are [CH3:1][O:2][C:3]1[CH:8]=[CH:7][C:6]([C:9]([NH:24][C:25]2[CH2:26][O:27][C:28]([CH3:52])([CH3:51])[C:29]([F:50])([F:49])[C@:30]([C:33]3[CH:38]=[C:37](B4OC(C)(C)C(C)(C)O4)[CH:36]=[CH:35][C:34]=3[F:48])([CH3:32])[N:31]=2)([C:16]2[CH:21]=[CH:20][C:19]([O:22][CH3:23])=[CH:18][CH:17]=2)[C:10]2[CH:15]=[CH:14][CH:13]=[CH:12][CH:11]=2)=[CH:5][CH:4]=1.Cl[C:54]1[S:55][C:56]2[CH:62]=[C:61]([Cl:63])[CH:60]=[CH:59][C:57]=2[N:58]=1. No catalyst specified. The product is [CH3:1][O:2][C:3]1[CH:8]=[CH:7][C:6]([C:9]([NH:24][C:25]2[CH2:26][O:27][C:28]([CH3:52])([CH3:51])[C:29]([F:49])([F:50])[C@:30]([C:33]3[CH:38]=[C:37]([C:54]4[S:55][C:56]5[CH:62]=[C:61]([Cl:63])[CH:60]=[CH:59][C:57]=5[N:58]=4)[CH:36]=[CH:35][C:34]=3[F:48])([CH3:32])[N:31]=2)([C:16]2[CH:17]=[CH:18][C:19]([O:22][CH3:23])=[CH:20][CH:21]=2)[C:10]2[CH:11]=[CH:12][CH:13]=[CH:14][CH:15]=2)=[CH:5][CH:4]=1. The yield is 0.760. (3) The reactants are [F:1][C:2]([F:18])([F:17])[CH2:3][O:4][P:5]([CH2:13][C:14](O)=[O:15])([O:7][CH2:8][C:9]([F:12])([F:11])[F:10])=[O:6].[N:19]1[CH:24]=CC=C[CH:20]=1.CC(OC(OC(OC(C)(C)C)=O)=O)(C)C.CNC. The catalyst is C(OCC)(=O)C. The product is [CH3:20][N:19]([CH3:24])[C:14](=[O:15])[CH2:13][P:5](=[O:6])([O:7][CH2:8][C:9]([F:12])([F:11])[F:10])[O:4][CH2:3][C:2]([F:18])([F:17])[F:1]. The yield is 0.800. (4) The yield is 1.00. The catalyst is O. The reactants are [OH:1][C@H:2]([CH2:6][CH2:7][CH2:8][CH2:9][CH2:10][CH2:11][CH2:12][CH2:13][CH2:14][CH2:15][CH3:16])[CH2:3][C:4]#[N:5].C(Cl)Cl.C(N(CC)CC)C.[CH3:27][Si:28](Cl)([CH3:30])[CH3:29]. The product is [CH3:27][Si:28]([CH3:30])([CH3:29])[O:1][C@H:2]([CH2:6][CH2:7][CH2:8][CH2:9][CH2:10][CH2:11][CH2:12][CH2:13][CH2:14][CH2:15][CH3:16])[CH2:3][C:4]#[N:5]. (5) The reactants are [N:1]1([C:7]2[N:12]=[C:11]([N:13]3[CH:18]4[CH2:19][CH2:20][CH:14]3[CH2:15][O:16][CH2:17]4)[N:10]=[C:9]([C:21]3[CH:27]=[CH:26][C:24]([NH2:25])=[CH:23][CH:22]=3)[N:8]=2)[CH2:6][CH2:5][O:4][CH2:3][CH2:2]1.ClC(Cl)(O[C:32](=[O:38])OC(Cl)(Cl)Cl)Cl.[NH2:40][C:41]1[CH:42]=[N:43][CH:44]=[CH:45][CH:46]=1. No catalyst specified. The product is [N:1]1([C:7]2[N:12]=[C:11]([N:13]3[CH:14]4[CH2:20][CH2:19][CH:18]3[CH2:17][O:16][CH2:15]4)[N:10]=[C:9]([C:21]3[CH:27]=[CH:26][C:24]([NH:25][C:32]([NH:40][C:41]4[CH:42]=[N:43][CH:44]=[CH:45][CH:46]=4)=[O:38])=[CH:23][CH:22]=3)[N:8]=2)[CH2:2][CH2:3][O:4][CH2:5][CH2:6]1. The yield is 0.410. (6) The reactants are [Cl:1][C:2]1[CH:30]=[CH:29][C:5]([CH2:6][C:7]2[C:8]([C:27]#[N:28])=[C:9]([C:17]3[CH:22]=[CH:21][N:20]=[C:19]([NH:23]C(=O)C)[CH:18]=3)[S:10][C:11]=2[C:12]2[NH:16][CH:15]=[N:14][N:13]=2)=[CH:4][CH:3]=1.[OH-].[Na+]. The catalyst is O1CCCC1. The product is [NH2:23][C:19]1[CH:18]=[C:17]([C:9]2[S:10][C:11]([C:12]3[NH:16][CH:15]=[N:14][N:13]=3)=[C:7]([CH2:6][C:5]3[CH:4]=[CH:3][C:2]([Cl:1])=[CH:30][CH:29]=3)[C:8]=2[C:27]#[N:28])[CH:22]=[CH:21][N:20]=1. The yield is 0.300. (7) The reactants are [F:1][C:2]1[CH:3]=[C:4]([OH:11])[CH:5]=[CH:6][C:7]=1[N+:8]([O-:10])=[O:9].Br[CH2:13][C:14]([O:16][C:17]([CH3:20])([CH3:19])[CH3:18])=[O:15].C(=O)([O-])[O-].[K+].[K+]. The catalyst is CN(C)C=O. The product is [C:17]([O:16][C:14](=[O:15])[CH2:13][O:11][C:4]1[CH:5]=[CH:6][C:7]([N+:8]([O-:10])=[O:9])=[C:2]([F:1])[CH:3]=1)([CH3:20])([CH3:19])[CH3:18]. The yield is 0.840.